Task: Predict which catalyst facilitates the given reaction.. Dataset: Catalyst prediction with 721,799 reactions and 888 catalyst types from USPTO (1) Reactant: [CH3:1][C:2]([C:7]1[C:12]2[N:13]([S:26]([C:29]3[CH:34]=[CH:33][C:32]([O:35][C:36]([F:39])([F:38])[F:37])=[CH:31][CH:30]=3)(=[O:28])=[O:27])[CH2:14][C:15]3[CH:21]=[CH:20][C:19]([C:22]([F:25])([F:24])[F:23])=[N:18][C:16]=3[NH:17][C:11]=2[CH:10]=[CH:9][CH:8]=1)([CH3:6])[C:3](O)=[O:4].C[N:41](C(ON1N=NC2C=CC=NC1=2)=[N+](C)C)C.F[P-](F)(F)(F)(F)F.CCN(C(C)C)C(C)C.N. Product: [CH3:1][C:2]([C:7]1[C:12]2[N:13]([S:26]([C:29]3[CH:34]=[CH:33][C:32]([O:35][C:36]([F:37])([F:38])[F:39])=[CH:31][CH:30]=3)(=[O:27])=[O:28])[CH2:14][C:15]3[CH:21]=[CH:20][C:19]([C:22]([F:24])([F:25])[F:23])=[N:18][C:16]=3[NH:17][C:11]=2[CH:10]=[CH:9][CH:8]=1)([CH3:6])[C:3]([NH2:41])=[O:4]. The catalyst class is: 18. (2) Reactant: B.C1COCC1.B1(C)OC(C2C=CC=CC=2)(C2C=CC=CC=2)[C@@H]2N1CCC2.[Cl:28][CH2:29][C:30]([C:32]1[CH:37]=[CH:36][C:35]([F:38])=[CH:34][CH:33]=1)=[O:31]. Product: [Cl:28][CH2:29][C@@H:30]([C:32]1[CH:37]=[CH:36][C:35]([F:38])=[CH:34][CH:33]=1)[OH:31]. The catalyst class is: 1. (3) The catalyst class is: 11. Reactant: [Br:1][CH2:2][CH2:3][CH2:4][CH2:5][CH2:6][CH2:7][CH2:8][CH2:9][CH2:10][CH2:11][C:12]1[CH:17]=[CH:16][CH:15]=[CH:14][CH:13]=1.[C:18]1([P:24]([C:31]2[CH:36]=[CH:35][CH:34]=[CH:33][CH:32]=2)[C:25]2[CH:30]=[CH:29][CH:28]=[CH:27][CH:26]=2)[CH:23]=[CH:22][CH:21]=[CH:20][CH:19]=1. Product: [Br-:1].[C:31]1([P+:24]([C:18]2[CH:19]=[CH:20][CH:21]=[CH:22][CH:23]=2)([C:25]2[CH:30]=[CH:29][CH:28]=[CH:27][CH:26]=2)[CH2:2][CH2:3][CH2:4][CH2:5][CH2:6][CH2:7][CH2:8][CH2:9][CH2:10][CH2:11][C:12]2[CH:17]=[CH:16][CH:15]=[CH:14][CH:13]=2)[CH:32]=[CH:33][CH:34]=[CH:35][CH:36]=1.